From a dataset of Full USPTO retrosynthesis dataset with 1.9M reactions from patents (1976-2016). Predict the reactants needed to synthesize the given product. Given the product [CH2:1]([C:7]1[CH:8]=[CH:9][C:10]([CH2:17][C:16]([OH:19])=[O:18])=[CH:11][CH:12]=1)[CH2:2][CH2:3][CH2:4][CH2:5][CH3:6], predict the reactants needed to synthesize it. The reactants are: [CH2:1]([C:7]1[CH:12]=[CH:11][C:10](C(=O)C)=[CH:9][CH:8]=1)[CH2:2][CH2:3][CH2:4][CH2:5][CH3:6].[C:16]([OH:19])(=[O:18])[CH3:17].S(=O)(=O)(O)O.